This data is from Peptide-MHC class II binding affinity with 134,281 pairs from IEDB. The task is: Regression. Given a peptide amino acid sequence and an MHC pseudo amino acid sequence, predict their binding affinity value. This is MHC class II binding data. (1) The peptide sequence is DALTLIPEFSRSILW. The MHC is DRB1_0101 with pseudo-sequence DRB1_0101. The binding affinity (normalized) is 0.863. (2) The peptide sequence is ASSDITAQLSQLISL. The MHC is DRB1_1201 with pseudo-sequence DRB1_1201. The binding affinity (normalized) is 0.622. (3) The peptide sequence is DPVKLVKMWEDEVKD. The MHC is HLA-DPA10301-DPB10402 with pseudo-sequence HLA-DPA10301-DPB10402. The binding affinity (normalized) is 0.179. (4) The peptide sequence is AVLVATNFFGINTIP. The MHC is HLA-DQA10201-DQB10202 with pseudo-sequence HLA-DQA10201-DQB10202. The binding affinity (normalized) is 0.219.